This data is from Forward reaction prediction with 1.9M reactions from USPTO patents (1976-2016). The task is: Predict the product of the given reaction. (1) Given the reactants CC1C=CC(S(O[CH2:12][C@@H:13]2[O:18][C:17]3[CH:19]=[C:20]([S:24]([CH3:27])(=[O:26])=[O:25])[CH:21]=[C:22]([Cl:23])[C:16]=3[O:15][CH2:14]2)(=O)=O)=CC=1.[CH2:28]([NH2:30])[CH3:29].Cl, predict the reaction product. The product is: [Cl:23][C:22]1[C:16]2[O:15][CH2:14][C@H:13]([CH2:12][NH:30][CH2:28][CH3:29])[O:18][C:17]=2[CH:19]=[C:20]([S:24]([CH3:27])(=[O:25])=[O:26])[CH:21]=1. (2) The product is: [Cl:1][C:2]1[N:7]=[C:6]([C:8]([O:10][CH3:11])=[O:9])[CH:5]=[C:4]([N:13]2[CH:17]=[CH:16][N:15]=[CH:14]2)[N:3]=1. Given the reactants [Cl:1][C:2]1[N:7]=[C:6]([C:8]([O:10][CH3:11])=[O:9])[CH:5]=[C:4](Cl)[N:3]=1.[NH:13]1[CH:17]=[CH:16][N:15]=[CH:14]1, predict the reaction product. (3) Given the reactants [CH3:1][O:2][C:3]1[CH:8]=[CH:7][C:6]([CH2:9][C:10]#[N:11])=[CH:5][CH:4]=1.[C:12]1(=[O:18])[CH2:17][CH2:16][CH2:15][CH2:14][CH2:13]1.O.C(OCC)(=O)C, predict the reaction product. The product is: [C:10]([CH:9]([C:6]1[CH:7]=[CH:8][C:3]([O:2][CH3:1])=[CH:4][CH:5]=1)[C:12]1([OH:18])[CH2:17][CH2:16][CH2:15][CH2:14][CH2:13]1)#[N:11]. (4) Given the reactants [Cl-].O[NH3+:3].[C:4](=[O:7])([O-])[OH:5].[Na+].CS(C)=O.[OH:13][C:14]1([C:48]([F:51])([F:50])[F:49])[CH2:19][CH2:18][CH:17]([N:20]2[C:25](=[O:26])[C:24]([CH2:27][C:28]3[CH:33]=[CH:32][C:31]([C:34]4[C:35]([C:40]#[N:41])=[CH:36][CH:37]=[CH:38][CH:39]=4)=[CH:30][CH:29]=3)=[C:23]([CH2:42][CH2:43][CH3:44])[N:22]3[N:45]=[CH:46][N:47]=[C:21]23)[CH2:16][CH2:15]1, predict the reaction product. The product is: [OH:13][C:14]1([C:48]([F:50])([F:51])[F:49])[CH2:19][CH2:18][CH:17]([N:20]2[C:25](=[O:26])[C:24]([CH2:27][C:28]3[CH:29]=[CH:30][C:31]([C:34]4[CH:39]=[CH:38][CH:37]=[CH:36][C:35]=4[C:40]4[NH:3][C:4](=[O:7])[O:5][N:41]=4)=[CH:32][CH:33]=3)=[C:23]([CH2:42][CH2:43][CH3:44])[N:22]3[N:45]=[CH:46][N:47]=[C:21]23)[CH2:16][CH2:15]1.